Dataset: Full USPTO retrosynthesis dataset with 1.9M reactions from patents (1976-2016). Task: Predict the reactants needed to synthesize the given product. Given the product [CH2:1]([N:8]1[C@H:14]([CH2:17][CH3:18])[CH2:15][O:16][CH:10]([CH3:11])[C:9]1=[O:13])[C:2]1[CH:7]=[CH:6][CH:5]=[CH:4][CH:3]=1, predict the reactants needed to synthesize it. The reactants are: [CH2:1]([N:8]([C@H:14]([CH2:17][CH3:18])[CH2:15][OH:16])[C:9](=[O:13])[CH:10](Cl)[CH3:11])[C:2]1[CH:7]=[CH:6][CH:5]=[CH:4][CH:3]=1.CC(C)([O-])C.[K+].